Predict the product of the given reaction. From a dataset of Forward reaction prediction with 1.9M reactions from USPTO patents (1976-2016). (1) Given the reactants C(=O)([O-])[O-].[K+].[K+].Cl.[F:8][C:9]1[CH:10]=[C:11]([CH:26]=[C:27]([C:29]2[CH:34]=[CH:33][N:32]=[CH:31][CH:30]=2)[CH:28]=1)/[CH:12]=[CH:13]/[C:14]1[CH:19]=[CH:18][C:17]([N:20]2[CH2:25][CH2:24][NH:23][CH2:22][CH2:21]2)=[CH:16][CH:15]=1.Br[CH2:36][CH:37]1[CH2:39][CH2:38]1, predict the reaction product. The product is: [CH:37]1([CH2:36][N:23]2[CH2:22][CH2:21][N:20]([C:17]3[CH:18]=[CH:19][C:14](/[CH:13]=[CH:12]/[C:11]4[CH:26]=[C:27]([C:29]5[CH:30]=[CH:31][N:32]=[CH:33][CH:34]=5)[CH:28]=[C:9]([F:8])[CH:10]=4)=[CH:15][CH:16]=3)[CH2:25][CH2:24]2)[CH2:39][CH2:38]1. (2) Given the reactants [Cl-].[Mg+2].[Cl-].C(CC(OCC1C=CC=CC=1)=O)#N.C(N(CC)CC)C.CS(C1C=C(C(F)(F)F)C=CC=1C(Cl)=O)(=O)=O.Cl.[CH3:42][S:43]([C:46]1[CH:66]=[C:65]([C:67]([F:70])([F:69])[F:68])[CH:64]=[CH:63][C:47]=1[C:48]([CH:50]([C:61]#[N:62])C(OCC1C=CC=CC=1)=O)=[O:49])(=[O:45])=[O:44], predict the reaction product. The product is: [CH3:42][S:43]([C:46]1[CH:66]=[C:65]([C:67]([F:68])([F:70])[F:69])[CH:64]=[CH:63][C:47]=1[C:48]([CH2:50][C:61]#[N:62])=[O:49])(=[O:45])=[O:44].